From a dataset of Catalyst prediction with 721,799 reactions and 888 catalyst types from USPTO. Predict which catalyst facilitates the given reaction. (1) Reactant: [O:1]=[C:2]1[C:7]2[NH:8][C:9]3[CH:10]=[CH:11][CH:12]=[CH:13][C:14]=3[C:6]=2[N:5]=[C:4]([S:15][CH2:16][C:17]([O:19][C:20]([CH3:23])([CH3:22])[CH3:21])=[O:18])[N:3]1[C:24]1[CH:29]=[CH:28][CH:27]=[CH:26][CH:25]=1.[H-].[Na+].I[CH2:33][CH2:34][CH3:35]. Product: [O:1]=[C:2]1[C:7]2[N:8]([CH2:33][CH2:34][CH3:35])[C:9]3[CH:10]=[CH:11][CH:12]=[CH:13][C:14]=3[C:6]=2[N:5]=[C:4]([S:15][CH2:16][C:17]([O:19][C:20]([CH3:22])([CH3:23])[CH3:21])=[O:18])[N:3]1[C:24]1[CH:29]=[CH:28][CH:27]=[CH:26][CH:25]=1. The catalyst class is: 3. (2) Reactant: [CH3:1][O:2][C:3]1[CH:4]=[C:5]([NH:9][N:10]=[CH:11][C:12](=[O:14])[CH3:13])[CH:6]=[CH:7][CH:8]=1.[C:15](O)(=[O:17])[CH3:16].C(C=O)=O. Product: [OH:14][C:12]1[C:11]([C:15](=[O:17])[CH3:16])=[N:10][N:9]([C:5]2[CH:6]=[CH:7][CH:8]=[C:3]([O:2][CH3:1])[CH:4]=2)[CH:13]=1. The catalyst class is: 25. (3) Reactant: [F:1][C:2]1[N:7]=[C:6]([NH:8][CH2:9][C:10]2[CH:15]=[CH:14][C:13]([O:16][CH3:17])=[CH:12][CH:11]=2)[CH:5]=[CH:4][CH:3]=1.[Br:18]N1C(=O)CCC1=O. Product: [Br:18][C:3]1[CH:4]=[CH:5][C:6]([NH:8][CH2:9][C:10]2[CH:15]=[CH:14][C:13]([O:16][CH3:17])=[CH:12][CH:11]=2)=[N:7][C:2]=1[F:1]. The catalyst class is: 10. (4) Reactant: [F:1][C:2]([F:31])([F:30])[C:3]1[CH:12]=[CH:11][C:10]2[CH2:13][N:14](C(OCC3C=CC=CC=3)=O)[CH2:15][CH2:16][N:8]3[C:9]=2[C:4]=1[CH:5]1[CH2:29][CH2:28][CH2:27][CH:6]1[CH2:7]3.FC(F)(F)S(O)(=O)=O.C1(OC)C=CC=CC=1.[OH-].[Na+].C(Cl)[Cl:51]. Product: [ClH:51].[F:30][C:2]([F:1])([F:31])[C:3]1[CH:12]=[CH:11][C:10]2[CH2:13][NH:14][CH2:15][CH2:16][N:8]3[C:9]=2[C:4]=1[CH:5]1[CH2:29][CH2:28][CH2:27][CH:6]1[CH2:7]3. The catalyst class is: 6. (5) Reactant: [CH:1]([C:3]1[C:11]2[C:10]([C:12]([O:14][CH3:15])=[O:13])=[CH:9][CH:8]=[N:7][C:6]=2[N:5]([C:16]([O:18][C:19]([CH3:22])([CH3:21])[CH3:20])=[O:17])[CH:4]=1)=O.[NH2:23][C:24]1([CH2:37][CH3:38])[CH2:29][CH2:28][N:27]([C:30]([O:32][C:33]([CH3:36])([CH3:35])[CH3:34])=[O:31])[CH2:26][CH2:25]1.C([BH3-])#N.[Na+]. Product: [C:33]([O:32][C:30]([N:27]1[CH2:26][CH2:25][C:24]([NH:23][CH2:1][C:3]2[C:11]3[C:10]([C:12]([O:14][CH3:15])=[O:13])=[CH:9][CH:8]=[N:7][C:6]=3[N:5]([C:16]([O:18][C:19]([CH3:22])([CH3:21])[CH3:20])=[O:17])[CH:4]=2)([CH2:37][CH3:38])[CH2:29][CH2:28]1)=[O:31])([CH3:34])([CH3:36])[CH3:35]. The catalyst class is: 130. (6) Reactant: [C:1]([O:5][C:6](=[O:25])[C:7]([S:10][C:11]1[C:20]([Cl:21])=[CH:19][C:18]2[CH2:17][CH:16]([NH:22][CH2:23][CH3:24])[CH2:15][CH2:14][C:13]=2[CH:12]=1)([CH3:9])[CH3:8])([CH3:4])([CH3:3])[CH3:2].Cl[C:27]([O:29][C:30]1[CH:35]=[CH:34][C:33]([CH3:36])=[CH:32][CH:31]=1)=[O:28]. Product: [C:1]([O:5][C:6](=[O:25])[C:7]([S:10][C:11]1[C:20]([Cl:21])=[CH:19][C:18]2[CH2:17][CH:16]([N:22]([CH2:23][CH3:24])[C:27]([O:29][C:30]3[CH:35]=[CH:34][C:33]([CH3:36])=[CH:32][CH:31]=3)=[O:28])[CH2:15][CH2:14][C:13]=2[CH:12]=1)([CH3:9])[CH3:8])([CH3:2])([CH3:3])[CH3:4]. The catalyst class is: 2. (7) Reactant: I[C:2]1[CH:7]=[CH:6][C:5]([N:8]2[CH:12]=[C:11]([CH2:13][C:14]3[CH:18]=[CH:17][S:16][C:15]=3[C:19]([NH2:21])=[O:20])[N:10]=[CH:9]2)=[CH:4][CH:3]=1.[CH3:22][O:23][C:24]1[C:29](B(O)O)=[CH:28][CH:27]=[CH:26][N:25]=1. Product: [CH3:22][O:23][C:24]1[C:29]([C:2]2[CH:7]=[CH:6][C:5]([N:8]3[CH:12]=[C:11]([CH2:13][C:14]4[CH:18]=[CH:17][S:16][C:15]=4[C:19]([NH2:21])=[O:20])[N:10]=[CH:9]3)=[CH:4][CH:3]=2)=[CH:28][CH:27]=[CH:26][N:25]=1. The catalyst class is: 184.